Regression. Given two drug SMILES strings and cell line genomic features, predict the synergy score measuring deviation from expected non-interaction effect. From a dataset of NCI-60 drug combinations with 297,098 pairs across 59 cell lines. (1) Drug 1: CC1=C(C(=CC=C1)Cl)NC(=O)C2=CN=C(S2)NC3=CC(=NC(=N3)C)N4CCN(CC4)CCO. Drug 2: C1=NNC2=C1C(=O)NC=N2. Cell line: HT29. Synergy scores: CSS=9.59, Synergy_ZIP=2.55, Synergy_Bliss=3.15, Synergy_Loewe=-14.1, Synergy_HSA=1.67. (2) Drug 1: C1CC(C1)(C(=O)O)C(=O)O.[NH2-].[NH2-].[Pt+2]. Drug 2: C(=O)(N)NO. Cell line: UACC-257. Synergy scores: CSS=2.64, Synergy_ZIP=-0.595, Synergy_Bliss=0.746, Synergy_Loewe=2.18, Synergy_HSA=0.152. (3) Synergy scores: CSS=3.98, Synergy_ZIP=-1.44, Synergy_Bliss=3.10, Synergy_Loewe=-3.45, Synergy_HSA=-2.86. Drug 2: CS(=O)(=O)OCCCCOS(=O)(=O)C. Cell line: ACHN. Drug 1: CC1=C(C=C(C=C1)C(=O)NC2=CC(=CC(=C2)C(F)(F)F)N3C=C(N=C3)C)NC4=NC=CC(=N4)C5=CN=CC=C5. (4) Drug 1: C1=CN(C(=O)N=C1N)C2C(C(C(O2)CO)O)O.Cl. Drug 2: C(=O)(N)NO. Cell line: SF-268. Synergy scores: CSS=14.7, Synergy_ZIP=-0.0257, Synergy_Bliss=2.58, Synergy_Loewe=-36.0, Synergy_HSA=2.72. (5) Drug 1: C1=CC(=CC=C1C#N)C(C2=CC=C(C=C2)C#N)N3C=NC=N3. Drug 2: CS(=O)(=O)CCNCC1=CC=C(O1)C2=CC3=C(C=C2)N=CN=C3NC4=CC(=C(C=C4)OCC5=CC(=CC=C5)F)Cl. Cell line: MALME-3M. Synergy scores: CSS=-12.6, Synergy_ZIP=6.15, Synergy_Bliss=3.50, Synergy_Loewe=-13.6, Synergy_HSA=-13.1. (6) Drug 1: CNC(=O)C1=CC=CC=C1SC2=CC3=C(C=C2)C(=NN3)C=CC4=CC=CC=N4. Drug 2: CCCS(=O)(=O)NC1=C(C(=C(C=C1)F)C(=O)C2=CNC3=C2C=C(C=N3)C4=CC=C(C=C4)Cl)F. Cell line: K-562. Synergy scores: CSS=53.6, Synergy_ZIP=4.23, Synergy_Bliss=0.352, Synergy_Loewe=-40.6, Synergy_HSA=-1.51. (7) Cell line: SK-MEL-5. Synergy scores: CSS=-0.662, Synergy_ZIP=1.39, Synergy_Bliss=2.59, Synergy_Loewe=-2.00, Synergy_HSA=-1.50. Drug 1: CC12CCC(CC1=CCC3C2CCC4(C3CC=C4C5=CN=CC=C5)C)O. Drug 2: N.N.Cl[Pt+2]Cl. (8) Drug 1: C1CN1C2=NC(=NC(=N2)N3CC3)N4CC4. Synergy scores: CSS=47.0, Synergy_ZIP=-5.18, Synergy_Bliss=0.529, Synergy_Loewe=-9.57, Synergy_HSA=5.05. Drug 2: CC1C(C(CC(O1)OC2CC(CC3=C2C(=C4C(=C3O)C(=O)C5=C(C4=O)C(=CC=C5)OC)O)(C(=O)CO)O)N)O.Cl. Cell line: HOP-92. (9) Drug 1: C1=NC2=C(N1)C(=S)N=C(N2)N. Drug 2: CCC1(CC2CC(C3=C(CCN(C2)C1)C4=CC=CC=C4N3)(C5=C(C=C6C(=C5)C78CCN9C7C(C=CC9)(C(C(C8N6C)(C(=O)OC)O)OC(=O)C)CC)OC)C(=O)OC)O.OS(=O)(=O)O. Cell line: DU-145. Synergy scores: CSS=65.3, Synergy_ZIP=0.104, Synergy_Bliss=-1.14, Synergy_Loewe=2.88, Synergy_HSA=3.68. (10) Drug 1: CC1=C(C=C(C=C1)NC(=O)C2=CC=C(C=C2)CN3CCN(CC3)C)NC4=NC=CC(=N4)C5=CN=CC=C5. Drug 2: C1CN(P(=O)(OC1)NCCCl)CCCl. Cell line: NCIH23. Synergy scores: CSS=7.41, Synergy_ZIP=1.13, Synergy_Bliss=2.89, Synergy_Loewe=5.61, Synergy_HSA=3.19.